Dataset: Catalyst prediction with 721,799 reactions and 888 catalyst types from USPTO. Task: Predict which catalyst facilitates the given reaction. (1) Reactant: [Cl:1][C:2]1[CH:3]=[C:4]([CH:10]=[CH:11][C:12]=1OS(C(F)(F)F)(=O)=O)[C:5]([O:7][CH2:8][CH3:9])=[O:6].[F:21][C:22]1[CH:27]=[CH:26][C:25]([O:28][CH3:29])=[CH:24][C:23]=1B(O)O.C(=O)([O-])[O-].[K+].[K+]. Product: [Cl:1][C:2]1[CH:3]=[C:4]([C:5]([O:7][CH2:8][CH3:9])=[O:6])[CH:10]=[CH:11][C:12]=1[C:23]1[CH:24]=[C:25]([O:28][CH3:29])[CH:26]=[CH:27][C:22]=1[F:21]. The catalyst class is: 128. (2) Reactant: [CH2:1]([CH:3]([N:6]1[C:10]2=[N:11][C:12](C)=[C:13]([O:15][S:16]([C:19]([F:22])([F:21])[F:20])(=[O:18])=[O:17])[N:14]=[C:9]2[C:8]([CH3:24])=[N:7]1)[CH2:4][CH3:5])[CH3:2].C(C(N1C2=NC(OC)=[C:37]([OH:39])N=C2C(C)=N1)CC)C.S(OS(C(F)(F)F)(=O)=O)(C(F)(F)F)(=O)=O. Product: [CH2:1]([CH:3]([N:6]1[C:10]2=[N:11][C:12]([O:39][CH3:37])=[C:13]([O:15][S:16]([C:19]([F:22])([F:21])[F:20])(=[O:18])=[O:17])[N:14]=[C:9]2[C:8]([CH3:24])=[N:7]1)[CH2:4][CH3:5])[CH3:2]. The catalyst class is: 66.